This data is from NCI-60 drug combinations with 297,098 pairs across 59 cell lines. The task is: Regression. Given two drug SMILES strings and cell line genomic features, predict the synergy score measuring deviation from expected non-interaction effect. (1) Drug 1: CC1=C(C=C(C=C1)NC2=NC=CC(=N2)N(C)C3=CC4=NN(C(=C4C=C3)C)C)S(=O)(=O)N.Cl. Drug 2: CC1C(C(CC(O1)OC2CC(CC3=C2C(=C4C(=C3O)C(=O)C5=C(C4=O)C(=CC=C5)OC)O)(C(=O)C)O)N)O.Cl. Cell line: RPMI-8226. Synergy scores: CSS=43.7, Synergy_ZIP=21.9, Synergy_Bliss=22.2, Synergy_Loewe=-25.7, Synergy_HSA=16.8. (2) Drug 1: CC1C(C(CC(O1)OC2CC(CC3=C2C(=C4C(=C3O)C(=O)C5=C(C4=O)C(=CC=C5)OC)O)(C(=O)C)O)N)O.Cl. Drug 2: CC12CCC3C(C1CCC2O)C(CC4=C3C=CC(=C4)O)CCCCCCCCCS(=O)CCCC(C(F)(F)F)(F)F. Cell line: RXF 393. Synergy scores: CSS=13.4, Synergy_ZIP=-3.72, Synergy_Bliss=-0.331, Synergy_Loewe=0.603, Synergy_HSA=1.09. (3) Drug 1: C1=CC(=CC=C1CC(C(=O)O)N)N(CCCl)CCCl.Cl. Drug 2: CC1=C2C(C(=O)C3(C(CC4C(C3C(C(C2(C)C)(CC1OC(=O)C(C(C5=CC=CC=C5)NC(=O)OC(C)(C)C)O)O)OC(=O)C6=CC=CC=C6)(CO4)OC(=O)C)O)C)O. Cell line: MDA-MB-435. Synergy scores: CSS=54.6, Synergy_ZIP=5.70, Synergy_Bliss=3.07, Synergy_Loewe=-11.9, Synergy_HSA=0.104. (4) Drug 1: C1=NC(=NC(=O)N1C2C(C(C(O2)CO)O)O)N. Drug 2: C1=CC=C(C(=C1)C(C2=CC=C(C=C2)Cl)C(Cl)Cl)Cl. Cell line: HOP-92. Synergy scores: CSS=0.946, Synergy_ZIP=-0.715, Synergy_Bliss=-0.526, Synergy_Loewe=0.0196, Synergy_HSA=-1.36. (5) Drug 1: CC1=C(C(=O)C2=C(C1=O)N3CC4C(C3(C2COC(=O)N)OC)N4)N. Drug 2: CC12CCC3C(C1CCC2OP(=O)(O)O)CCC4=C3C=CC(=C4)OC(=O)N(CCCl)CCCl.[Na+]. Cell line: A498. Synergy scores: CSS=14.3, Synergy_ZIP=10.5, Synergy_Bliss=16.8, Synergy_Loewe=-10.1, Synergy_HSA=-7.54.